This data is from Full USPTO retrosynthesis dataset with 1.9M reactions from patents (1976-2016). The task is: Predict the reactants needed to synthesize the given product. (1) Given the product [CH3:11][C:12]1([CH3:28])[C:16]([CH3:18])([CH3:17])[O:15][B:14]([C:2]2[CH:3]=[C:4]3[CH:10]=[CH:9][NH:8][C:5]3=[N:6][CH:7]=2)[O:13]1, predict the reactants needed to synthesize it. The reactants are: Br[C:2]1[CH:3]=[C:4]2[CH:10]=[CH:9][NH:8][C:5]2=[N:6][CH:7]=1.[CH3:11][C:12]1([CH3:28])[C:16]([CH3:18])([CH3:17])[O:15][B:14]([B:14]2[O:15][C:16]([CH3:18])([CH3:17])[C:12]([CH3:28])([CH3:11])[O:13]2)[O:13]1.C(Cl)Cl.CC([O-])=O.[K+]. (2) Given the product [CH3:1][C:2]1([CH3:9])[O:6][C@@H:5]([CH2:7][O:8][C:18]2[CH:23]=[CH:22][C:21]([N+:24]([O-:26])=[O:25])=[CH:20][N:19]=2)[CH2:4][O:3]1, predict the reactants needed to synthesize it. The reactants are: [CH3:1][C:2]1([CH3:9])[O:6][C@@H:5]([CH2:7][OH:8])[CH2:4][O:3]1.CN(C)C=O.[H-].[Na+].Cl[C:18]1[CH:23]=[CH:22][C:21]([N+:24]([O-:26])=[O:25])=[CH:20][N:19]=1. (3) Given the product [O:34]1[CH:38]=[CH:37][N:36]=[C:35]1[CH:39]([NH:41][C:21]([C:20]1[C:14]2[C:15](=[N:16][CH:17]=[C:12]([C:6]3[C:5]4[C:9](=[CH:10][C:2]([Cl:1])=[CH:3][CH:4]=4)[N:8]([CH3:11])[N:7]=3)[N:13]=2)[N:18]([CH2:24][O:25][CH2:26][CH2:27][Si:28]([CH3:30])([CH3:29])[CH3:31])[CH:19]=1)=[O:22])[CH3:40], predict the reactants needed to synthesize it. The reactants are: [Cl:1][C:2]1[CH:10]=[C:9]2[C:5]([C:6]([C:12]3[N:13]=[C:14]4[C:20]([C:21](O)=[O:22])=[CH:19][N:18]([CH2:24][O:25][CH2:26][CH2:27][Si:28]([CH3:31])([CH3:30])[CH3:29])[C:15]4=[N:16][CH:17]=3)=[N:7][N:8]2[CH3:11])=[CH:4][CH:3]=1.Cl.Cl.[O:34]1[CH:38]=[CH:37][N:36]=[C:35]1[CH:39]([NH2:41])[CH3:40].C(N(CC)C(C)C)(C)C.CN(C(ON1N=NC2C=CC=NC1=2)=[N+](C)C)C.F[P-](F)(F)(F)(F)F. (4) The reactants are: [CH:1]1[CH:2]=[CH:3][C:4]([N:7]=[N:8][C:9]2[CH:10]=[CH:11][C:12]([OH:15])=[CH:13][CH:14]=2)=[CH:5][CH:6]=1.C(N(CC)CC)C.[C:23](Cl)(=[O:26])[CH2:24][CH3:25]. Given the product [C:4]1([N:7]=[N:8][C:9]2[CH:10]=[CH:11][C:12]([O:15][C:23](=[O:26])[CH2:24][CH3:25])=[CH:13][CH:14]=2)[CH:3]=[CH:2][CH:1]=[CH:6][CH:5]=1, predict the reactants needed to synthesize it.